Dataset: Reaction yield outcomes from USPTO patents with 853,638 reactions. Task: Predict the reaction yield, written as a fraction of the theoretical maximum amount of product (1.0 means a 100% yield; for example, 0.34 means a 34% yield). (1) The reactants are [N:1]1[CH:6]=[CH:5][CH:4]=[CH:3][C:2]=1[C:7]1[O:11][CH:10]=[N:9][CH:8]=1.[CH3:12][O:13][C:14]([CH:16](C)[CH2:17][CH2:18][C:19](O)=[O:20])=[O:15]. No catalyst specified. The product is [O:20]=[C:19]([C:10]1[O:11][C:7]([C:2]2[CH:3]=[CH:4][CH:5]=[CH:6][N:1]=2)=[CH:8][N:9]=1)[CH2:18][CH2:17][CH2:16][C:14]([O:13][CH3:12])=[O:15]. The yield is 0.160. (2) The reactants are Br[CH2:2][CH:3]1[CH2:5][CH2:4]1.[C:6]1([N:12]2[C:20](=[O:21])[C:19]3[C@@H:18]4[C:22]([CH3:24])([CH3:23])[C@@:15]([CH3:25])([CH2:16][CH2:17]4)[C:14]=3[NH:13]2)[CH:11]=[CH:10][CH:9]=[CH:8][CH:7]=1. The catalyst is [I-].C([N+](CCCC)(CCCC)CCCC)CCC.CN(C)C=O. The product is [CH:5]1([CH2:4][N:13]2[C:14]3[C@:15]4([CH3:25])[C:22]([CH3:24])([CH3:23])[C@@H:18]([CH2:17][CH2:16]4)[C:19]=3[C:20](=[O:21])[N:12]2[C:6]2[CH:7]=[CH:8][CH:9]=[CH:10][CH:11]=2)[CH2:3][CH2:2]1. The yield is 0.490.